From a dataset of Peptide-MHC class II binding affinity with 134,281 pairs from IEDB. Regression. Given a peptide amino acid sequence and an MHC pseudo amino acid sequence, predict their binding affinity value. This is MHC class II binding data. (1) The binding affinity (normalized) is 0. The MHC is HLA-DPA10103-DPB10301 with pseudo-sequence HLA-DPA10103-DPB10301. The peptide sequence is GCGSCFEIKCTKPEA. (2) The peptide sequence is QVCYNFKVQFLFSSM. The MHC is DRB5_0101 with pseudo-sequence DRB5_0101. The binding affinity (normalized) is 0.584.